Task: Predict which catalyst facilitates the given reaction.. Dataset: Catalyst prediction with 721,799 reactions and 888 catalyst types from USPTO (1) Reactant: [CH3:1][O:2][C:3]1[CH:4]=[C:5]2[C:10](=[CH:11][CH:12]=1)[N:9]=[CH:8][NH:7][C:6]2=O.[Cl:14]CCCl.P(Cl)(Cl)(Cl)(Cl)Cl. Product: [Cl:14][C:6]1[C:5]2[C:10](=[CH:11][CH:12]=[C:3]([O:2][CH3:1])[CH:4]=2)[N:9]=[CH:8][N:7]=1. The catalyst class is: 2. (2) Reactant: [Cl:1][C:2]1[CH:7]=[CH:6][C:5]([C:8]2[C:17]3[C:12](=[CH:13][C:14]([S:18]([N:21](CC4C=CC(OC)=CC=4)[C:22]4[S:23][CH:24]=[CH:25][N:26]=4)(=[O:20])=[O:19])=[CH:15][CH:16]=3)[CH:11]=[CH:10][N:9]=2)=[C:4]([O:36][CH2:37][C:38]#[N:39])[CH:3]=1.[C:40]([OH:46])([C:42]([F:45])([F:44])[F:43])=[O:41]. Product: [F:43][C:42]([F:45])([F:44])[C:40]([OH:46])=[O:41].[Cl:1][C:2]1[CH:7]=[CH:6][C:5]([C:8]2[C:17]3[C:12](=[CH:13][C:14]([S:18]([NH:21][C:22]4[S:23][CH:24]=[CH:25][N:26]=4)(=[O:19])=[O:20])=[CH:15][CH:16]=3)[CH:11]=[CH:10][N:9]=2)=[C:4]([O:36][CH2:37][C:38]#[N:39])[CH:3]=1. The catalyst class is: 2. (3) Reactant: Cl.[Cl:2][CH2:3][CH2:4][CH2:5][CH:6]([C:18]1[CH:23]=[CH:22][CH:21]=[C:20]([F:24])[CH:19]=1)[C:7]([NH:9][NH:10]C(OC(C)(C)C)=O)=[O:8]. Product: [ClH:2].[Cl:2][CH2:3][CH2:4][CH2:5][CH:6]([C:18]1[CH:23]=[CH:22][CH:21]=[C:20]([F:24])[CH:19]=1)[C:7]([NH:9][NH2:10])=[O:8]. The catalyst class is: 13. (4) Reactant: [CH3:1][C:2]([CH3:45])([CH2:41][CH2:42][CH2:43][CH3:44])[C:3]([NH:5][CH2:6][C@@H:7]1[O:11]C(C)(C)[N:9](C(OC(C)(C)C)=O)[C@H:8]1[CH2:21][C@H:22]([CH2:26][C:27]1[CH:32]=[CH:31][C:30]([CH2:33][CH3:34])=[C:29]([O:35][CH2:36][CH2:37][CH2:38][O:39][CH3:40])[CH:28]=1)[CH:23]([CH3:25])[CH3:24])=[O:4].Cl. Product: [CH3:40][O:39][CH2:38][CH2:37][CH2:36][O:35][C:29]1[CH:28]=[C:27]([CH:32]=[CH:31][C:30]=1[CH2:33][CH3:34])[CH2:26][C@H:22]([CH:23]([CH3:25])[CH3:24])[CH2:21][C@H:8]([NH2:9])[C@@H:7]([OH:11])[CH2:6][NH:5][C:3](=[O:4])[C:2]([CH3:1])([CH3:45])[CH2:41][CH2:42][CH2:43][CH3:44]. The catalyst class is: 209. (5) Reactant: [H-].[Na+].[CH:3]1([S:6]([NH2:9])(=[O:8])=[O:7])[CH2:5][CH2:4]1.[Cl:10][C:11]1[CH:12]=[C:13]2[C:18](=[C:19]([C:21](O)=[O:22])[CH:20]=1)[NH:17][CH:16]([C:24]1[CH:29]=[CH:28][CH:27]=[C:26]([N:30]3[CH2:35][CH2:34][N:33]([CH3:36])[CH2:32][CH2:31]3)[CH:25]=1)[C:15]([CH3:38])([CH3:37])[CH2:14]2.C(N1C=CN=C1)(N1C=CN=C1)=O. Product: [Cl:10][C:11]1[CH:12]=[C:13]2[C:18](=[C:19]([C:21]([NH:9][S:6]([CH:3]3[CH2:5][CH2:4]3)(=[O:8])=[O:7])=[O:22])[CH:20]=1)[NH:17][CH:16]([C:24]1[CH:29]=[CH:28][CH:27]=[C:26]([N:30]3[CH2:31][CH2:32][N:33]([CH3:36])[CH2:34][CH2:35]3)[CH:25]=1)[C:15]([CH3:38])([CH3:37])[CH2:14]2. The catalyst class is: 9. (6) Reactant: Br[C:2]1[CH:7]=[CH:6][C:5]([O:8][CH3:9])=[C:4]([N+:10]([O-:12])=[O:11])[CH:3]=1.Cl.[CH3:14][NH:15][CH2:16][CH:17]1[CH2:22][CH2:21][O:20][CH2:19][CH2:18]1.C1(P(C2CCCCC2)C2C=CC=CC=2C2C=CC=CC=2)CCCCC1.C(=O)([O-])[O-].[Cs+].[Cs+]. Product: [CH3:9][O:8][C:5]1[CH:6]=[CH:7][C:2]([N:15]([CH3:14])[CH2:16][CH:17]2[CH2:22][CH2:21][O:20][CH2:19][CH2:18]2)=[CH:3][C:4]=1[N+:10]([O-:12])=[O:11]. The catalyst class is: 160. (7) Reactant: [CH:1]([C:4]1[O:8][C:7]([CH2:9][CH2:10][NH:11]C(=O)OC(C)(C)C)=[N:6][N:5]=1)([CH3:3])[CH3:2].FC(F)(F)C(O)=O. Product: [CH:1]([C:4]1[O:8][C:7]([CH2:9][CH2:10][NH2:11])=[N:6][N:5]=1)([CH3:3])[CH3:2]. The catalyst class is: 4.